Dataset: Full USPTO retrosynthesis dataset with 1.9M reactions from patents (1976-2016). Task: Predict the reactants needed to synthesize the given product. (1) Given the product [O:1]=[C:2]1[C:11]2[C:6](=[CH:7][CH:8]=[CH:9][CH:10]=2)[NH:5][CH:4]=[C:3]1[C:12]([NH:14][C:15]1[CH:16]=[C:17]([C:27]([F:29])([F:30])[F:28])[CH:18]=[C:19]([NH:21][S:22]([CH2:25][CH2:26][N:31]2[CH2:36][CH2:35][CH2:34][CH2:33][CH2:32]2)(=[O:24])=[O:23])[CH:20]=1)=[O:13], predict the reactants needed to synthesize it. The reactants are: [O:1]=[C:2]1[C:11]2[C:6](=[CH:7][CH:8]=[CH:9][CH:10]=2)[NH:5][CH:4]=[C:3]1[C:12]([NH:14][C:15]1[CH:20]=[C:19]([NH:21][S:22]([CH:25]=[CH2:26])(=[O:24])=[O:23])[CH:18]=[C:17]([C:27]([F:30])([F:29])[F:28])[CH:16]=1)=[O:13].[NH:31]1[CH2:36][CH2:35][CH2:34][CH2:33][CH2:32]1.C(Cl)Cl. (2) Given the product [Cl:24][C:23]1[CH:22]=[CH:21][C:18]([CH2:19][C:26]2[N:27]=[C:28]([N:36]3[CH2:37][CH2:38][O:39][CH2:40][CH2:41]3)[S:29][C:30]=2[C:31]([O:33][CH2:34][CH3:35])=[O:32])=[CH:17][C:16]=1[F:15], predict the reactants needed to synthesize it. The reactants are: Cl[Si](C)(C)C.BrCCBr.CN(C)C=O.[F:15][C:16]1[CH:17]=[C:18]([CH:21]=[CH:22][C:23]=1[Cl:24])[CH2:19]Br.Br[C:26]1[N:27]=[C:28]([N:36]2[CH2:41][CH2:40][O:39][CH2:38][CH2:37]2)[S:29][C:30]=1[C:31]([O:33][CH2:34][CH3:35])=[O:32].